From a dataset of Catalyst prediction with 721,799 reactions and 888 catalyst types from USPTO. Predict which catalyst facilitates the given reaction. (1) Reactant: [CH3:1][O:2][C:3]([C:5]1[S:6][C:7]([Br:25])=[CH:8][C:9]=1[N:10]([CH:20]([CH2:23][OH:24])[CH2:21][OH:22])[C:11]([C@H:13]1[CH2:18][CH2:17][C@H:16]([CH3:19])[CH2:15][CH2:14]1)=[O:12])=[O:4].C=O.[C:28]([O-])(O)=O.[Na+]. Product: [CH3:1][O:2][C:3]([C:5]1[S:6][C:7]([Br:25])=[CH:8][C:9]=1[N:10]([CH:20]1[CH2:23][O:24][CH2:28][O:22][CH2:21]1)[C:11]([C@H:13]1[CH2:18][CH2:17][C@H:16]([CH3:19])[CH2:15][CH2:14]1)=[O:12])=[O:4]. The catalyst class is: 12. (2) Reactant: [CH3:1][C:2]1[NH:6][C:5]2[C:7]([C:17]([O:19][CH3:20])=[O:18])=[CH:8][C:9]([N:11]3[CH2:16][CH2:15][O:14][CH2:13][CH2:12]3)=[CH:10][C:4]=2[N:3]=1.C([O-])([O-])=O.[K+].[K+].Br[CH2:28][C:29]1[CH:34]=[CH:33][CH:32]=[C:31]([CH3:35])[C:30]=1[F:36].O. Product: [F:36][C:30]1[C:31]([CH3:35])=[CH:32][CH:33]=[CH:34][C:29]=1[CH2:28][N:3]1[C:4]2[CH:10]=[C:9]([N:11]3[CH2:12][CH2:13][O:14][CH2:15][CH2:16]3)[CH:8]=[C:7]([C:17]([O:19][CH3:20])=[O:18])[C:5]=2[N:6]=[C:2]1[CH3:1]. The catalyst class is: 3.